This data is from NCI-60 drug combinations with 297,098 pairs across 59 cell lines. The task is: Regression. Given two drug SMILES strings and cell line genomic features, predict the synergy score measuring deviation from expected non-interaction effect. (1) Drug 1: CC1C(C(CC(O1)OC2CC(OC(C2O)C)OC3=CC4=CC5=C(C(=O)C(C(C5)C(C(=O)C(C(C)O)O)OC)OC6CC(C(C(O6)C)O)OC7CC(C(C(O7)C)O)OC8CC(C(C(O8)C)O)(C)O)C(=C4C(=C3C)O)O)O)O. Drug 2: CC1C(C(CC(O1)OC2CC(CC3=C2C(=C4C(=C3O)C(=O)C5=CC=CC=C5C4=O)O)(C(=O)C)O)N)O. Cell line: MDA-MB-435. Synergy scores: CSS=46.9, Synergy_ZIP=5.95, Synergy_Bliss=11.7, Synergy_Loewe=4.42, Synergy_HSA=12.4. (2) Drug 1: CS(=O)(=O)C1=CC(=C(C=C1)C(=O)NC2=CC(=C(C=C2)Cl)C3=CC=CC=N3)Cl. Drug 2: CN(CCCl)CCCl.Cl. Cell line: LOX IMVI. Synergy scores: CSS=3.00, Synergy_ZIP=-7.97, Synergy_Bliss=-13.7, Synergy_Loewe=-14.0, Synergy_HSA=-10.9. (3) Drug 1: CC(C1=C(C=CC(=C1Cl)F)Cl)OC2=C(N=CC(=C2)C3=CN(N=C3)C4CCNCC4)N. Synergy scores: CSS=74.9, Synergy_ZIP=0.626, Synergy_Bliss=-2.96, Synergy_Loewe=-4.67, Synergy_HSA=-1.16. Cell line: SR. Drug 2: COC1=CC(=CC(=C1O)OC)C2C3C(COC3=O)C(C4=CC5=C(C=C24)OCO5)OC6C(C(C7C(O6)COC(O7)C8=CC=CS8)O)O. (4) Drug 1: CC12CCC3C(C1CCC2=O)CC(=C)C4=CC(=O)C=CC34C. Drug 2: CN(CC1=CN=C2C(=N1)C(=NC(=N2)N)N)C3=CC=C(C=C3)C(=O)NC(CCC(=O)O)C(=O)O. Cell line: ACHN. Synergy scores: CSS=77.0, Synergy_ZIP=-1.54, Synergy_Bliss=-2.60, Synergy_Loewe=-8.31, Synergy_HSA=0.0772. (5) Drug 1: C(CC(=O)O)C(=O)CN.Cl. Drug 2: CC1C(C(CC(O1)OC2CC(CC3=C2C(=C4C(=C3O)C(=O)C5=C(C4=O)C(=CC=C5)OC)O)(C(=O)CO)O)N)O.Cl. Cell line: IGROV1. Synergy scores: CSS=40.4, Synergy_ZIP=-1.44, Synergy_Bliss=-2.21, Synergy_Loewe=-17.1, Synergy_HSA=-0.894. (6) Drug 1: CCN(CC)CCNC(=O)C1=C(NC(=C1C)C=C2C3=C(C=CC(=C3)F)NC2=O)C. Drug 2: C1CN1C2=NC(=NC(=N2)N3CC3)N4CC4. Cell line: RPMI-8226. Synergy scores: CSS=38.1, Synergy_ZIP=1.58, Synergy_Bliss=1.31, Synergy_Loewe=-12.4, Synergy_HSA=-3.36. (7) Drug 1: C1CCC(CC1)NC(=O)N(CCCl)N=O. Drug 2: N.N.Cl[Pt+2]Cl. Cell line: U251. Synergy scores: CSS=28.3, Synergy_ZIP=-8.93, Synergy_Bliss=1.16, Synergy_Loewe=0.958, Synergy_HSA=1.92.